Binary Classification. Given a T-cell receptor sequence (or CDR3 region) and an epitope sequence, predict whether binding occurs between them. From a dataset of TCR-epitope binding with 47,182 pairs between 192 epitopes and 23,139 TCRs. (1) The epitope is EHPTFTSQYRIQGKL. The TCR CDR3 sequence is CASSRGGGNSYEQYF. Result: 0 (the TCR does not bind to the epitope). (2) The epitope is IIKDYGKQM. The TCR CDR3 sequence is CSAREDEGWGGYTF. Result: 1 (the TCR binds to the epitope). (3) The epitope is FVRATATIPI. The TCR CDR3 sequence is CASTEGQITGELFF. Result: 0 (the TCR does not bind to the epitope). (4) The epitope is DATYQRTRALVR. The TCR CDR3 sequence is CASSLAGGAYEQYF. Result: 0 (the TCR does not bind to the epitope).